This data is from Forward reaction prediction with 1.9M reactions from USPTO patents (1976-2016). The task is: Predict the product of the given reaction. (1) Given the reactants CS(O[CH2:6][C:7]1[CH:8]=[N:9][CH:10]=[C:11]([Cl:13])[CH:12]=1)(=O)=O.[C-:14]#[N:15].[K+].C(=O)(O)[O-].[Na+], predict the reaction product. The product is: [Cl:13][C:11]1[CH:10]=[N:9][CH:8]=[C:7]([CH2:6][N+:15]#[C-:14])[CH:12]=1. (2) Given the reactants O[CH2:2][CH2:3][CH2:4][C@H:5]1[CH2:9][O:8][C:7]([CH3:11])([CH3:10])[N:6]1[C:12]([O:14][C:15]([CH3:18])([CH3:17])[CH3:16])=[O:13].COCCN(S(F)(F)[F:29])CCOC.C(=O)([O-])O.[Na+], predict the reaction product. The product is: [F:29][CH2:2][CH2:3][CH2:4][C@H:5]1[CH2:9][O:8][C:7]([CH3:11])([CH3:10])[N:6]1[C:12]([O:14][C:15]([CH3:18])([CH3:17])[CH3:16])=[O:13]. (3) Given the reactants Cl[C:2]1[CH:7]=[CH:6][CH:5]=[CH:4][CH:3]=1.[C:8]1([NH:14][CH2:15][CH2:16][CH2:17][CH2:18][NH2:19])[CH:13]=[CH:12][CH:11]=[CH:10][CH:9]=1.CC([O-])(C)C.[Na+], predict the reaction product. The product is: [C:2]1([NH:19][CH2:18][CH2:17][CH2:16][CH2:15][NH:14][C:8]2[CH:13]=[CH:12][CH:11]=[CH:10][CH:9]=2)[CH:7]=[CH:6][CH:5]=[CH:4][CH:3]=1. (4) Given the reactants [CH2:1]([NH:3][S:4]([C:7]1[CH:12]=[CH:11][C:10]([C:13]2[C:14]([C:19]3[CH:24]=[CH:23][CH:22]=[CH:21][CH:20]=3)=[N:15][O:16][C:17]=2[CH3:18])=[CH:9][CH:8]=1)(=[O:6])=[O:5])[CH3:2].[C:25](O[C:25](=[O:28])[CH2:26][CH3:27])(=[O:28])[CH2:26][CH3:27], predict the reaction product. The product is: [CH2:1]([N:3]([C:25](=[O:28])[CH2:26][CH3:27])[S:4]([C:7]1[CH:8]=[CH:9][C:10]([C:13]2[C:14]([C:19]3[CH:24]=[CH:23][CH:22]=[CH:21][CH:20]=3)=[N:15][O:16][C:17]=2[CH3:18])=[CH:11][CH:12]=1)(=[O:6])=[O:5])[CH3:2]. (5) Given the reactants C([O:4][C:5]1[CH:6]=[C:7]2[C:12](=[C:13]([Br:15])[CH:14]=1)[CH2:11][CH2:10][CH2:9][CH2:8]2)(=O)C.C[O-].[Na+], predict the reaction product. The product is: [Br:15][C:13]1[C:12]2[CH2:11][CH2:10][CH2:9][CH2:8][C:7]=2[CH:6]=[C:5]([OH:4])[CH:14]=1.